This data is from Reaction yield outcomes from USPTO patents with 853,638 reactions. The task is: Predict the reaction yield, written as a fraction of the theoretical maximum amount of product (1.0 means a 100% yield; for example, 0.34 means a 34% yield). The reactants are [CH3:1][S:2][CH2:3][CH2:4][C:5](Cl)=[O:6].Cl.[CH3:9][O:10][C:11](=[O:21])[C@H:12]([CH2:14][C:15]1[CH:20]=[CH:19][CH:18]=[CH:17][CH:16]=1)[NH2:13].C(N(CC)CC)C. The catalyst is ClCCl. The product is [CH3:9][O:10][C:11](=[O:21])[CH:12]([NH:13][C:5](=[O:6])[CH2:4][CH2:3][S:2][CH3:1])[CH2:14][C:15]1[CH:20]=[CH:19][CH:18]=[CH:17][CH:16]=1. The yield is 0.920.